From a dataset of Forward reaction prediction with 1.9M reactions from USPTO patents (1976-2016). Predict the product of the given reaction. (1) Given the reactants FC(F)(F)S(O[C:7]1[CH2:16][CH2:15][C:10]2([O:14][CH2:13][CH2:12][O:11]2)[CH2:9][CH:8]=1)(=O)=O.[B:19]1([B:19]2[O:23][C:22]([CH3:25])([CH3:24])[C:21]([CH3:27])([CH3:26])[O:20]2)[O:23][C:22]([CH3:25])([CH3:24])[C:21]([CH3:27])([CH3:26])[O:20]1.CC([O-])=O.[K+].[Na+].[Br-], predict the reaction product. The product is: [CH3:26][C:21]1([CH3:27])[C:22]([CH3:25])([CH3:24])[O:23][B:19]([C:7]2[CH2:16][CH2:15][C:10]3([O:14][CH2:13][CH2:12][O:11]3)[CH2:9][CH:8]=2)[O:20]1. (2) Given the reactants [NH:1]1[CH2:6][CH2:5][CH2:4][CH2:3][CH2:2]1.C(N(CC)CC)C.[F:14][C:15]([F:26])([F:25])[C:16](O[C:16](=[O:17])[C:15]([F:26])([F:25])[F:14])=[O:17], predict the reaction product. The product is: [F:14][C:15]([F:26])([F:25])[C:16]([N:1]1[CH2:6][CH2:5][CH2:4][CH2:3][CH2:2]1)=[O:17]. (3) Given the reactants [Cl:1][CH2:2][CH2:3][CH2:4][N:5]1[CH2:10][C:9](=O)[C:8]2[N:12]([CH3:15])[CH:13]=[CH:14][C:7]=2[S:6]1(=[O:17])=[O:16].Cl.[NH2:19][OH:20].C([O-])(=O)C.[K+], predict the reaction product. The product is: [Cl:1][CH2:2][CH2:3][CH2:4][N:5]1[CH2:10][C:9](=[N:19][OH:20])[C:8]2[N:12]([CH3:15])[CH:13]=[CH:14][C:7]=2[S:6]1(=[O:17])=[O:16]. (4) Given the reactants [F:1][C:2]1[CH:7]=[CH:6][C:5]([CH2:8][CH:9]([NH:13][CH:14]=O)[CH:10]([CH3:12])[CH3:11])=[CH:4][C:3]=1[O:16][CH2:17][CH2:18][O:19][CH3:20].O=P(Cl)(Cl)Cl.[NH4+].[OH-], predict the reaction product. The product is: [F:1][C:2]1[CH:7]=[C:6]2[C:5]([CH2:8][CH:9]([CH:10]([CH3:12])[CH3:11])[N:13]=[CH:14]2)=[CH:4][C:3]=1[O:16][CH2:17][CH2:18][O:19][CH3:20].